This data is from Forward reaction prediction with 1.9M reactions from USPTO patents (1976-2016). The task is: Predict the product of the given reaction. (1) Given the reactants Cl.Cl.[CH3:3][N:4]([CH:22]1[CH2:27][CH2:26][NH:25][CH2:24][CH2:23]1)[CH2:5][C:6]([NH:8][C:9]1[CH:14]=[CH:13][C:12]([O:15][C:16]2[CH:21]=[CH:20][CH:19]=[CH:18][CH:17]=2)=[CH:11][CH:10]=1)=[O:7].C(=O)([O-])[O-].[K+].[K+].Cl[C:35]1[N:44]=[CH:43][CH:42]=[CH:41][C:36]=1[C:37]([O:39][CH3:40])=[O:38], predict the reaction product. The product is: [CH3:3][N:4]([CH2:5][C:6](=[O:7])[NH:8][C:9]1[CH:10]=[CH:11][C:12]([O:15][C:16]2[CH:21]=[CH:20][CH:19]=[CH:18][CH:17]=2)=[CH:13][CH:14]=1)[CH:22]1[CH2:23][CH2:24][N:25]([C:43]2[N:44]=[CH:35][C:36]([C:37]([O:39][CH3:40])=[O:38])=[CH:41][CH:42]=2)[CH2:26][CH2:27]1. (2) Given the reactants [CH3:1][N:2]([CH3:22])[CH2:3][CH2:4][N:5]([CH2:12][C:13]1[CH:18]=[CH:17][CH:16]=[C:15]([N+:19]([O-])=O)[CH:14]=1)[C:6](=[O:11])[C:7]([F:10])([F:9])[F:8], predict the reaction product. The product is: [NH2:19][C:15]1[CH:14]=[C:13]([CH2:12][N:5]([CH2:4][CH2:3][N:2]([CH3:22])[CH3:1])[C:6](=[O:11])[C:7]([F:8])([F:9])[F:10])[CH:18]=[CH:17][CH:16]=1. (3) Given the reactants [F:1][C:2]1[CH:7]=[CH:6][C:5]([OH:8])=[CH:4][CH:3]=1.[I:9]I.[I-].[K+].Cl, predict the reaction product. The product is: [F:1][C:2]1[CH:7]=[CH:6][C:5]([OH:8])=[C:4]([I:9])[CH:3]=1. (4) Given the reactants [H-].[Na+].[NH:3]1[C:11]2[C:6](=[CH:7][CH:8]=[CH:9][CH:10]=2)[C:5]([C:12]([OH:14])=[O:13])=[CH:4]1.Cl[CH2:16][O:17][C:18](=[O:23])[C:19]([CH3:22])([CH3:21])[CH3:20].O, predict the reaction product. The product is: [CH3:20][C:19]([CH3:22])([CH3:21])[C:18]([O:17][CH2:16][N:3]1[C:11]2[C:6](=[CH:7][CH:8]=[CH:9][CH:10]=2)[C:5]([C:12]([OH:14])=[O:13])=[CH:4]1)=[O:23]. (5) Given the reactants Br[C:2]1[CH:7]=[CH:6][C:5]2[C:8]3[CH2:9][N:10]([C:16]([O:18][C:19]([CH3:22])([CH3:21])[CH3:20])=[O:17])[CH2:11][CH2:12][CH2:13][C:14]=3[S:15][C:4]=2[CH:3]=1.[CH2:23]([O:30][C:31]1[CH:36]=[CH:35][NH:34][C:33](=[O:37])[CH:32]=1)[C:24]1[CH:29]=[CH:28][CH:27]=[CH:26][CH:25]=1, predict the reaction product. The product is: [CH2:23]([O:30][C:31]1[CH:36]=[CH:35][N:34]([C:2]2[CH:7]=[CH:6][C:5]3[C:8]4[CH2:9][N:10]([C:16]([O:18][C:19]([CH3:22])([CH3:21])[CH3:20])=[O:17])[CH2:11][CH2:12][CH2:13][C:14]=4[S:15][C:4]=3[CH:3]=2)[C:33](=[O:37])[CH:32]=1)[C:24]1[CH:25]=[CH:26][CH:27]=[CH:28][CH:29]=1. (6) Given the reactants [C:1]([C:5]1[CH:10]=[CH:9][C:8]([NH:11][C:12](=[O:14])[CH3:13])=[CH:7][CH:6]=1)(=[O:4])[CH2:2][CH3:3].[N+:15]([O-])([OH:17])=[O:16], predict the reaction product. The product is: [N+:15]([C:7]1[CH:6]=[C:5]([C:1](=[O:4])[CH2:2][CH3:3])[CH:10]=[CH:9][C:8]=1[NH:11][C:12](=[O:14])[CH3:13])([O-:17])=[O:16].